From a dataset of Forward reaction prediction with 1.9M reactions from USPTO patents (1976-2016). Predict the product of the given reaction. (1) Given the reactants ClC(Cl)(Cl)C(OC(N1C2C(C(O)=O)=C(C3C=CC(OCCOC4C=C(F)C=CC=4Br)=CC=3)CC1CN(C(=O)C)C2)=O)(C)C.[Cl:44][C:45]([Cl:88])([Cl:87])[C:46]([O:49][C:50]([N:52]1[CH:57]2[C:58]([C:79]([O:81]CC)=[O:80])=[C:59]([C:61]3[CH:66]=[CH:65][C:64]([O:67][CH2:68][CH2:69][O:70][C:71]4[CH:76]=[C:75]([F:77])[CH:74]=[CH:73][C:72]=4[Cl:78])=[CH:63][CH:62]=3)[CH2:60][CH:53]1[CH2:54][N:55]([C:84](=[O:86])[CH3:85])[CH2:56]2)=[O:51])([CH3:48])[CH3:47].[OH-].[Na+], predict the reaction product. The product is: [Cl:87][C:45]([Cl:44])([Cl:88])[C:46]([O:49][C:50]([N:52]1[CH:57]2[C:58]([C:79]([OH:81])=[O:80])=[C:59]([C:61]3[CH:62]=[CH:63][C:64]([O:67][CH2:68][CH2:69][O:70][C:71]4[CH:76]=[C:75]([F:77])[CH:74]=[CH:73][C:72]=4[Cl:78])=[CH:65][CH:66]=3)[CH2:60][CH:53]1[CH2:54][N:55]([C:84](=[O:86])[CH3:85])[CH2:56]2)=[O:51])([CH3:48])[CH3:47]. (2) Given the reactants Br[C:2]1[C:3]([O:17][CH3:18])=[C:4]([C:9]2[C:14]([Cl:15])=[CH:13][CH:12]=[CH:11][C:10]=2[Cl:16])[CH:5]=[C:6]([F:8])[CH:7]=1.C([Mg]Cl)(C)C.B(OC(C)C)(OC(C)C)[O:25]C(C)C.OO.Cl, predict the reaction product. The product is: [Cl:16][C:10]1[CH:11]=[CH:12][CH:13]=[C:14]([Cl:15])[C:9]=1[C:4]1[CH:5]=[C:6]([F:8])[CH:7]=[C:2]([OH:25])[C:3]=1[O:17][CH3:18]. (3) Given the reactants [OH:1][C:2]1[C:7]([C:8]([O:10][CH2:11][CH3:12])=[O:9])=[CH:6][N:5]=[C:4]2[S:13][CH:14]=[CH:15][C:3]=12.[Li+].CC([N-]C(C)C)C.CN([CH:27]=[O:28])C, predict the reaction product. The product is: [OH:1][C:2]1[C:7]([C:8]([O:10][CH2:11][CH3:12])=[O:9])=[CH:6][N:5]=[C:4]2[S:13][C:14]([CH2:27][OH:28])=[CH:15][C:3]=12. (4) Given the reactants [CH:1]1([N:6]2[CH2:12][C:11]3([CH2:14][CH2:13]3)[C:10](=[O:15])[N:9]([CH3:16])[C:8]3[CH:17]=[N:18][C:19]([NH:21][C:22]4[CH:30]=[CH:29][C:25]([C:26](O)=[O:27])=[CH:24][C:23]=4[O:31][CH3:32])=[N:20][C:7]2=3)[CH2:5][CH2:4][CH2:3][CH2:2]1.CCN(C(C)C)C(C)C.CN(C(ON1N=NC2C=CC=CC1=2)=[N+](C)C)C.[B-](F)(F)(F)F.[CH2:64]([N:71]1[CH2:76][CH2:75][N:74]([CH:77]2[CH2:82][CH2:81][CH:80]([NH2:83])[CH2:79][CH2:78]2)[CH2:73][CH2:72]1)[C:65]1[CH:70]=[CH:69][CH:68]=[CH:67][CH:66]=1, predict the reaction product. The product is: [CH2:64]([N:71]1[CH2:72][CH2:73][N:74]([C@H:77]2[CH2:82][CH2:81][C@H:80]([NH:83][C:26](=[O:27])[C:25]3[CH:29]=[CH:30][C:22]([NH:21][C:19]4[N:18]=[CH:17][C:8]5[N:9]([CH3:16])[C:10](=[O:15])[C:11]6([CH2:14][CH2:13]6)[CH2:12][N:6]([CH:1]6[CH2:2][CH2:3][CH2:4][CH2:5]6)[C:7]=5[N:20]=4)=[C:23]([O:31][CH3:32])[CH:24]=3)[CH2:79][CH2:78]2)[CH2:75][CH2:76]1)[C:65]1[CH:66]=[CH:67][CH:68]=[CH:69][CH:70]=1. (5) The product is: [C:1]([C:5]1[CH:12]=[CH:11][C:8]([CH2:9][C:13]#[N:14])=[CH:7][CH:6]=1)([CH3:4])([CH3:3])[CH3:2]. Given the reactants [C:1]([C:5]1[CH:12]=[CH:11][C:8]([CH2:9]Br)=[CH:7][CH:6]=1)([CH3:4])([CH3:3])[CH3:2].[C-:13]#[N:14].[Na+], predict the reaction product. (6) The product is: [F:20][C:17]([F:18])([F:19])[C:14]1[CH:15]=[CH:16][C:11]([CH2:10][N:5]2[CH:6]=[CH:7][C:8]3[S:9][CH:2]=[C:3]([C:21]([NH:35][C@H:33]([C:30]4[CH:31]=[CH:32][C:27]([C:26]([OH:25])=[O:36])=[CH:28][CH:29]=4)[CH3:34])=[O:22])[C:4]2=3)=[CH:12][CH:13]=1. Given the reactants C[C:2]1[S:9][C:8]2[CH:7]=[CH:6][N:5]([CH2:10][C:11]3[CH:16]=[CH:15][C:14]([C:17]([F:20])([F:19])[F:18])=[CH:13][CH:12]=3)[C:4]=2[C:3]=1[C:21](O)=[O:22].C[O:25][C:26](=[O:36])[C:27]1[CH:32]=[CH:31][C:30]([C@@H:33]([NH2:35])[CH3:34])=[CH:29][CH:28]=1.Cl.C(N=C=NCCCN(C)C)C.CN1CCOCC1.[Li+].[OH-], predict the reaction product. (7) Given the reactants [Br:1][C:2]1[CH:3]=[C:4]([F:20])[C:5]([CH:8](C(OC)=O)[C:9]([O:11][C:12](C)(C)C)=[O:10])=[N:6][CH:7]=1.[C:21]([OH:27])([C:23]([F:26])([F:25])[F:24])=[O:22], predict the reaction product. The product is: [F:24][C:23]([F:26])([F:25])[C:21]([O-:27])=[O:22].[Br:1][C:2]1[CH:3]=[C:4]([F:20])[C:5]([CH2:8][C:9]([O:11][CH3:12])=[O:10])=[NH+:6][CH:7]=1. (8) Given the reactants [F:1][C:2]1[CH:7]=[CH:6][CH:5]=[C:4]([CH2:8][N:9]=[C:10]=[O:11])[CH:3]=1.[NH2:12][C:13]1[CH:14]=[C:15]2[C:19](=[C:20]([F:25])[C:21]=1[O:22][CH2:23][CH3:24])[N:18]([C:26]([O:28][C:29]([CH3:32])([CH3:31])[CH3:30])=[O:27])[N:17]=[C:16]2[NH:33][C:34]([O:36][C:37]([CH3:40])([CH3:39])[CH3:38])=[O:35], predict the reaction product. The product is: [C:37]([O:36][C:34]([NH:33][C:16]1[C:15]2[C:19](=[C:20]([F:25])[C:21]([O:22][CH2:23][CH3:24])=[C:13]([NH:12][C:10]([NH:9][CH2:8][C:4]3[CH:5]=[CH:6][CH:7]=[C:2]([F:1])[CH:3]=3)=[O:11])[CH:14]=2)[N:18]([C:26]([O:28][C:29]([CH3:30])([CH3:32])[CH3:31])=[O:27])[N:17]=1)=[O:35])([CH3:40])([CH3:38])[CH3:39]. (9) Given the reactants [C:1]1([CH2:7][CH2:8][NH2:9])[CH2:6][CH2:5][CH2:4][CH2:3][CH:2]=1.[ClH:10], predict the reaction product. The product is: [ClH:10].[CH:1]1([CH2:7][CH2:8][NH2:9])[CH2:6][CH2:5][CH2:4][CH2:3][CH2:2]1. (10) Given the reactants C([O:3][C:4](=O)[C:5]1[CH:10]=[C:9]([O:11][CH2:12][CH3:13])[C:8]([CH3:14])=[C:7]([O:15][CH2:16][CH3:17])[CH:6]=1)C.CC(C[AlH]CC(C)C)C.CCCCCC, predict the reaction product. The product is: [CH2:16]([O:15][C:7]1[CH:6]=[C:5]([CH2:4][OH:3])[CH:10]=[C:9]([O:11][CH2:12][CH3:13])[C:8]=1[CH3:14])[CH3:17].